Dataset: Catalyst prediction with 721,799 reactions and 888 catalyst types from USPTO. Task: Predict which catalyst facilitates the given reaction. Reactant: [NH:1]1[C:5]2[CH:6]=[CH:7][CH:8]=[CH:9][C:4]=2[N:3]=[C:2]1[CH:10]([O:19][CH:20]1[CH2:25][CH2:24][N:23]([CH3:26])[CH2:22][CH2:21]1)[C:11]1[CH:12]=[C:13]([CH:16]=[CH:17][CH:18]=1)[CH:14]=[O:15].[BH4-].[Na+]. Product: [NH:1]1[C:5]2[CH:6]=[CH:7][CH:8]=[CH:9][C:4]=2[N:3]=[C:2]1[CH:10]([O:19][CH:20]1[CH2:25][CH2:24][N:23]([CH3:26])[CH2:22][CH2:21]1)[C:11]1[CH:12]=[C:13]([CH2:14][OH:15])[CH:16]=[CH:17][CH:18]=1. The catalyst class is: 5.